From a dataset of Reaction yield outcomes from USPTO patents with 853,638 reactions. Predict the reaction yield, written as a fraction of the theoretical maximum amount of product (1.0 means a 100% yield; for example, 0.34 means a 34% yield). (1) The yield is 0.890. The reactants are Br[C:2]1[CH:16]=[CH:15][C:5]2[N:6]=[C:7]([NH:9][C:10]([NH:12][CH2:13][CH3:14])=[O:11])[S:8][C:4]=2[CH:3]=1.C(N(CC)CC)C.[CH3:24][Si:25]([C:28]#[CH:29])([CH3:27])[CH3:26]. The catalyst is CN(C=O)C.CO.Cl[Pd](Cl)([P](C1C=CC=CC=1)(C1C=CC=CC=1)C1C=CC=CC=1)[P](C1C=CC=CC=1)(C1C=CC=CC=1)C1C=CC=CC=1. The product is [CH3:24][Si:25]([C:28]#[C:29][C:2]1[CH:16]=[CH:15][C:5]2[N:6]=[C:7]([NH:9][C:10]([NH:12][CH2:13][CH3:14])=[O:11])[S:8][C:4]=2[CH:3]=1)([CH3:27])[CH3:26]. (2) The product is [CH3:32][N:33]([CH:2]=[C:3]1[O:7][C:6]2[C:8]([OH:14])=[C:9]([O:12][CH3:13])[CH:10]=[CH:11][C:5]=2[CH:4]1[C:18](=[O:31])[C:19]1[CH:24]=[C:23]([O:25][CH3:26])[C:22]([O:27][CH3:28])=[C:21]([O:29][CH3:30])[CH:20]=1)[CH3:34]. The yield is 0.710. The catalyst is C1COCC1. The reactants are Br[CH2:2][C:3]1[O:7][C:6]2[C:8]([O:14]C(=O)C)=[C:9]([O:12][CH3:13])[CH:10]=[CH:11][C:5]=2[C:4]=1[C:18](=[O:31])[C:19]1[CH:24]=[C:23]([O:25][CH3:26])[C:22]([O:27][CH3:28])=[C:21]([O:29][CH3:30])[CH:20]=1.[CH3:32][NH:33][CH3:34]. (3) The reactants are [N+:1]([C:4]1[C:5]([CH:14]=[O:15])=[CH:6][CH:7]=[C:8]2[C:13]=1[N:12]=[CH:11][CH:10]=[CH:9]2)([O-:3])=[O:2].[CH3:16][O:17][C:18]1[CH:23]=[C:22]([O:24][CH3:25])[CH:21]=[CH:20][C:19]=1[Mg]Br. The catalyst is C1COCC1. The product is [CH3:16][O:17][C:18]1[CH:23]=[C:22]([O:24][CH3:25])[CH:21]=[CH:20][C:19]=1[CH:14]([C:5]1[C:4]([N+:1]([O-:3])=[O:2])=[C:13]2[C:8]([CH:9]=[CH:10][CH:11]=[N:12]2)=[CH:7][CH:6]=1)[OH:15]. The yield is 0.590.